This data is from Forward reaction prediction with 1.9M reactions from USPTO patents (1976-2016). The task is: Predict the product of the given reaction. (1) Given the reactants [CH3:1][CH:2]1[CH2:7][CH:6]([CH3:8])[CH2:5][CH:4]([CH2:9][CH2:10][CH2:11][CH2:12][CH2:13][CH2:14][CH2:15][CH2:16][CH2:17][CH2:18][CH2:19][CH2:20][CH2:21][CH2:22][CH2:23][CH2:24][CH2:25][CH2:26][CH3:27])[NH:3]1.CC1C=C(C)C=C(C)N=1.BrCCCCCCCCCCCCCCCCCC, predict the reaction product. The product is: [CH3:1][C:2]1[CH:7]=[C:6]([CH3:8])[CH:5]=[C:4]([CH2:9][CH2:10][CH2:11][CH2:12][CH2:13][CH2:14][CH2:15][CH2:16][CH2:17][CH2:18][CH2:19][CH2:20][CH2:21][CH2:22][CH2:23][CH2:24][CH2:25][CH2:26][CH3:27])[N:3]=1. (2) Given the reactants [F:1][C:2]1[CH:3]=[C:4]([CH:11]=[C:12](B2OC(C)(C)C(C)(C)O2)[CH:13]=1)[CH2:5][NH:6][S:7]([CH3:10])(=[O:9])=[O:8].Br[C:24]1[CH:25]=[N:26][CH:27]=[C:28]([N+:31]([O-:33])=[O:32])[C:29]=1[NH2:30].C([O-])([O-])=O.[Na+].[Na+].CCOC(C)=O, predict the reaction product. The product is: [NH2:30][C:29]1[C:28]([N+:31]([O-:33])=[O:32])=[CH:27][N:26]=[CH:25][C:24]=1[C:12]1[CH:11]=[C:4]([CH:3]=[C:2]([F:1])[CH:13]=1)[CH2:5][NH:6][S:7]([CH3:10])(=[O:8])=[O:9]. (3) Given the reactants [Br:1][C:2]1[CH:3]=[C:4]([CH:8]=[CH:9][C:10]=1[C:11]([N:13]1[CH2:17][CH:16]=[CH:15][CH2:14]1)=[O:12])[C:5]([OH:7])=O.CN(C(ON1N=NC2C=CC=CC1=2)=[N+](C)C)C.[B-](F)(F)(F)F.C(N(C(C)C)CC)(C)C.[Cl:49][C:50]1[CH:65]=[CH:64][C:53]2[NH:54][C:55]([C@@H:57]([NH2:63])[CH2:58][O:59][CH2:60][C:61]#[CH:62])=[N:56][C:52]=2[CH:51]=1.ClCl, predict the reaction product. The product is: [Br:1][C:2]1[CH:3]=[C:4]([CH:8]=[CH:9][C:10]=1[C:11]([N:13]1[CH2:17][CH:16]=[CH:15][CH2:14]1)=[O:12])[C:5]([NH:63][C@H:57]([C:55]1[NH:54][C:53]2[CH:64]=[CH:65][C:50]([Cl:49])=[CH:51][C:52]=2[N:56]=1)[CH2:58][O:59][CH2:60][C:61]#[CH:62])=[O:7]. (4) The product is: [NH2:1][C:4]1[CH:5]=[CH:6][C:7]([C:10]2[S:11][CH:12]=[C:13]([C:15]([O:17][CH2:18][CH3:19])=[O:16])[N:14]=2)=[CH:8][CH:9]=1. Given the reactants [N+:1]([C:4]1[CH:9]=[CH:8][C:7]([C:10]2[S:11][CH:12]=[C:13]([C:15]([O:17][CH2:18][CH3:19])=[O:16])[N:14]=2)=[CH:6][CH:5]=1)([O-])=O.C([O-])=O.[NH4+], predict the reaction product. (5) Given the reactants [CH:1]([O:4][C:5]([N:7]1[CH2:13][CH2:12][CH2:11][C:10](=O)[C:9]2[CH:15]=[CH:16][C:17]([Br:20])=[C:18]([CH3:19])[C:8]1=2)=[O:6])([CH3:3])[CH3:2].[F:21][C:22]([F:36])([F:35])[C:23]1[CH:24]=[C:25]([CH:28]=[C:29]([C:31]([F:34])([F:33])[F:32])[CH:30]=1)[CH2:26][NH2:27].[BH4-].[Na+].[OH-].[Na+].[C:41](OC(=O)C)(=[O:43])[CH3:42].N1C=CC=CC=1.Cl, predict the reaction product. The product is: [CH:1]([O:4][C:5]([N:7]1[CH2:13][CH2:12][CH2:11][CH:10]([N:27]([C:41](=[O:43])[CH3:42])[CH2:26][C:25]2[CH:24]=[C:23]([C:22]([F:35])([F:36])[F:21])[CH:30]=[C:29]([C:31]([F:34])([F:32])[F:33])[CH:28]=2)[C:9]2[CH:15]=[CH:16][C:17]([Br:20])=[C:18]([CH3:19])[C:8]1=2)=[O:6])([CH3:3])[CH3:2]. (6) Given the reactants C([O:8][C:9]1[CH:10]=[N:11][C:12]([C:15]2[CH:16]=[C:17]([CH:21]([C:23]3[C:28](=[O:29])[CH:27]=[CH:26][N:25]([C:30]4[CH:31]=[N:32][N:33]([CH2:35][CH3:36])[CH:34]=4)[N:24]=3)[CH3:22])[CH:18]=[CH:19][CH:20]=2)=[N:13][CH:14]=1)C1C=CC=CC=1, predict the reaction product. The product is: [CH2:35]([N:33]1[CH:34]=[C:30]([N:25]2[CH:26]=[CH:27][C:28](=[O:29])[C:23]([CH:21]([C:17]3[CH:18]=[CH:19][CH:20]=[C:15]([C:12]4[N:11]=[CH:10][C:9]([OH:8])=[CH:14][N:13]=4)[CH:16]=3)[CH3:22])=[N:24]2)[CH:31]=[N:32]1)[CH3:36]. (7) Given the reactants Cl.[CH3:2][O:3][C:4](=[O:10])[C@@H:5]1[CH2:9][CH2:8][CH2:7][NH:6]1.[NH:11]([C:31]([O:33][C:34]([CH3:37])([CH3:36])[CH3:35])=[O:32])[C@H:12]([C:28](O)=[O:29])[CH2:13][CH2:14][CH2:15][CH2:16][NH:17][C:18]([O:20][CH2:21][C:22]1[CH:27]=[CH:26][CH:25]=[CH:24][CH:23]=1)=[O:19].F[P-](F)(F)(F)(F)F.N1(O[P+](N(C)C)(N(C)C)N(C)C)C2C=CC=CC=2N=N1.CCN(C(C)C)C(C)C, predict the reaction product. The product is: [NH:11]([C:31]([O:33][C:34]([CH3:37])([CH3:36])[CH3:35])=[O:32])[C@H:12]([C:28]([N:6]1[CH2:7][CH2:8][CH2:9][C@H:5]1[C:4]([O:3][CH3:2])=[O:10])=[O:29])[CH2:13][CH2:14][CH2:15][CH2:16][NH:17][C:18]([O:20][CH2:21][C:22]1[CH:23]=[CH:24][CH:25]=[CH:26][CH:27]=1)=[O:19]. (8) Given the reactants [C:1](OC[C@H](COP(OCC[N+](C)(C)C)(O)=O)OC(=O)CCCCC[CH2:12][CH2:11]/[CH:10]=[CH:9]\[CH2:8][CH2:7][CH2:6][CH2:5][CH2:4][CH2:3][CH2:2][CH3:1])(=O)[CH2:2][CH2:3][CH2:4][CH2:5][CH2:6][CH2:7][CH2:8]/[CH:9]=[CH:10]\[CH2:11][CH2:12]CCCCCC, predict the reaction product. The product is: [CH3:12][CH2:11][CH2:10][CH2:9][CH2:8][CH2:7][CH2:6][CH2:5][CH2:4][CH2:3][CH2:2][CH3:1]. (9) Given the reactants C[O:2][C:3](=[O:19])[CH:4]([O:17][CH3:18])[CH2:5][C:6]1[CH:11]=[CH:10][CH:9]=[C:8]([O:12][CH2:13][CH2:14][CH2:15]Br)[CH:7]=1.[CH3:20][C:21]1[S:22][C:23]2[CH:29]=[CH:28][C:27]([OH:30])=[CH:26][C:24]=2[N:25]=1.CO[C@@H](CC1C=CC(OCCCOC2C=CC=CC=2)=CC=1)C(O)=O, predict the reaction product. The product is: [CH3:18][O:17][CH:4]([CH2:5][C:6]1[CH:11]=[CH:10][CH:9]=[C:8]([O:12][CH2:13][CH2:14][CH2:15][O:30][C:27]2[CH:28]=[CH:29][C:23]3[S:22][C:21]([CH3:20])=[N:25][C:24]=3[CH:26]=2)[CH:7]=1)[C:3]([OH:2])=[O:19]. (10) Given the reactants C([O:5][C:6](=[O:44])[C:7]1[CH:12]=[CH:11][C:10]([NH:13][C:14]([C@H:16]2[C@H:20]([C:21]3[CH:26]=[CH:25][CH:24]=[C:23]([Cl:27])[C:22]=3[F:28])[C@:19]([C:31]3[CH:36]=[CH:35][C:34]([Cl:37])=[CH:33][C:32]=3[F:38])([C:29]#[N:30])[C@H:18]([CH2:39][C:40]([CH3:43])([CH3:42])[CH3:41])[NH:17]2)=[O:15])=[CH:9][CH:8]=1)(C)(C)C, predict the reaction product. The product is: [Cl:27][C:23]1[C:22]([F:28])=[C:21]([C@@H:20]2[C@:19]([C:31]3[CH:36]=[CH:35][C:34]([Cl:37])=[CH:33][C:32]=3[F:38])([C:29]#[N:30])[C@H:18]([CH2:39][C:40]([CH3:43])([CH3:42])[CH3:41])[NH:17][C@H:16]2[C:14]([NH:13][C:10]2[CH:9]=[CH:8][C:7]([C:6]([OH:44])=[O:5])=[CH:12][CH:11]=2)=[O:15])[CH:26]=[CH:25][CH:24]=1.